This data is from Catalyst prediction with 721,799 reactions and 888 catalyst types from USPTO. The task is: Predict which catalyst facilitates the given reaction. Reactant: CCOC(/N=N/C(OCC)=O)=O.[CH2:13]([N:20]1[C@@H:25]2[C@H:26]([C:28]3[NH:32][N:31]=[N:30][N:29]=3)[CH2:27][C@@:21]1([C:49]1[CH:54]=[CH:53][CH:52]=[CH:51][CH:50]=1)[C@H:22]([O:33][CH2:34][C:35]1[CH:40]=[C:39]([C:41]([F:44])([F:43])[F:42])[CH:38]=[C:37]([C:45]([F:48])([F:47])[F:46])[CH:36]=1)[CH2:23][CH2:24]2)[C:14]1[CH:19]=[CH:18][CH:17]=[CH:16][CH:15]=1.[C:55]([O:59][C:60]([NH:62][CH2:63][CH2:64]O)=[O:61])([CH3:58])([CH3:57])[CH3:56].C1(P(C2C=CC=CC=2)C2C=CC=CC=2)C=CC=CC=1. Product: [CH2:13]([N:20]1[C@@H:25]2[C@H:26]([C:28]3[N:32]=[N:31][N:30]([CH2:64][CH2:63][NH:62][C:60]([O:59][C:55]([CH3:58])([CH3:57])[CH3:56])=[O:61])[N:29]=3)[CH2:27][C@@:21]1([C:49]1[CH:54]=[CH:53][CH:52]=[CH:51][CH:50]=1)[C@H:22]([O:33][CH2:34][C:35]1[CH:36]=[C:37]([C:45]([F:48])([F:47])[F:46])[CH:38]=[C:39]([C:41]([F:42])([F:43])[F:44])[CH:40]=1)[CH2:23][CH2:24]2)[C:14]1[CH:19]=[CH:18][CH:17]=[CH:16][CH:15]=1. The catalyst class is: 4.